This data is from Catalyst prediction with 721,799 reactions and 888 catalyst types from USPTO. The task is: Predict which catalyst facilitates the given reaction. (1) Reactant: C([N:8]1[CH2:13][CH2:12][C:11]([CH2:23][NH:24][C:25](=[O:30])[C:26]([F:29])([F:28])[F:27])([N:14]2[CH2:19][CH2:18][N:17]([CH:20]3[CH2:22][CH2:21]3)[CH2:16][CH2:15]2)[CH2:10][CH2:9]1)C1C=CC=CC=1.C(O)(=O)C.[H][H]. Product: [CH:20]1([N:17]2[CH2:18][CH2:19][N:14]([C:11]3([CH2:23][NH:24][C:25](=[O:30])[C:26]([F:27])([F:29])[F:28])[CH2:12][CH2:13][NH:8][CH2:9][CH2:10]3)[CH2:15][CH2:16]2)[CH2:21][CH2:22]1. The catalyst class is: 105. (2) Reactant: [OH:1][CH:2]([C:6]1[CH:11]=[CH:10][C:9]([C:12]2[N:16]=[C:15]([C:17]3[C:21]([C:22]([F:25])([F:24])[F:23])=[C:20]([C:26]4[CH:31]=[CH:30][CH:29]=[CH:28][CH:27]=4)[O:19][N:18]=3)[O:14][N:13]=2)=[CH:8][CH:7]=1)[C:3]([OH:5])=O.[NH2:32][CH2:33][C@@H:34]([OH:36])[CH3:35].CN(C(ON1N=NC2C=CC=NC1=2)=[N+](C)C)C.F[P-](F)(F)(F)(F)F.CN1CCOCC1. Product: [OH:1][CH:2]([C:6]1[CH:11]=[CH:10][C:9]([C:12]2[N:16]=[C:15]([C:17]3[C:21]([C:22]([F:25])([F:23])[F:24])=[C:20]([C:26]4[CH:27]=[CH:28][CH:29]=[CH:30][CH:31]=4)[O:19][N:18]=3)[O:14][N:13]=2)=[CH:8][CH:7]=1)[C:3]([NH:32][CH2:33][C@@H:34]([OH:36])[CH3:35])=[O:5]. The catalyst class is: 3.